Dataset: Reaction yield outcomes from USPTO patents with 853,638 reactions. Task: Predict the reaction yield, written as a fraction of the theoretical maximum amount of product (1.0 means a 100% yield; for example, 0.34 means a 34% yield). (1) The reactants are [NH2:1][CH:2]1[CH2:8][CH:7]2[N:9]([CH3:10])[CH:4]([CH2:5][CH2:6]2)[CH2:3]1.[C:11]1([C:17]2[O:18][C:19]3[C:25]([C:26](O)=[O:27])=[CH:24][CH:23]=[CH:22][C:20]=3[N:21]=2)[CH:16]=[CH:15][CH:14]=[CH:13][CH:12]=1. No catalyst specified. The product is [CH3:10][N:9]1[CH:7]2[CH2:6][CH2:5][CH:4]1[CH2:3][CH:2]([NH:1][C:26]([C:25]1[C:19]3[O:18][C:17]([C:11]4[CH:16]=[CH:15][CH:14]=[CH:13][CH:12]=4)=[N:21][C:20]=3[CH:22]=[CH:23][CH:24]=1)=[O:27])[CH2:8]2. The yield is 0.570. (2) The reactants are Br[C:2]1[CH:15]=[CH:14][C:5]([CH2:6][CH2:7][N:8]2[CH2:13][CH2:12][O:11][CH2:10][CH2:9]2)=[CH:4][CH:3]=1.[CH3:16][C:17]1([CH3:26])[C:21]([CH3:23])([CH3:22])[O:20][B:19]([CH:24]=[CH2:25])[O:18]1.CCN(CC)CC. The catalyst is CC(C)([P](C(C)(C)C)([Pd][P](C(C)(C)C)(C(C)(C)C)C(C)(C)C)C(C)(C)C)C.C1(C)C=CC=CC=1. The product is [CH3:22][C:21]1([CH3:23])[C:17]([CH3:26])([CH3:16])[O:18][B:19](/[CH:24]=[CH:25]/[C:2]2[CH:15]=[CH:14][C:5]([CH2:6][CH2:7][N:8]3[CH2:13][CH2:12][O:11][CH2:10][CH2:9]3)=[CH:4][CH:3]=2)[O:20]1. The yield is 0.770. (3) The catalyst is ClC1C=CC=CC=1Cl. The product is [CH2:19]([O:18][C:16]([C:14]1[S:10][N:9]=[C:8]([C:5]2[CH:6]=[CH:7][C:2]([Cl:1])=[CH:3][CH:4]=2)[N:15]=1)=[O:17])[CH3:20]. The reactants are [Cl:1][C:2]1[CH:7]=[CH:6][C:5]([C:8]2OC(=O)[S:10][N:9]=2)=[CH:4][CH:3]=1.[C:14]([C:16]([O:18][CH2:19][CH3:20])=[O:17])#[N:15]. The yield is 0.850.